From a dataset of Reaction yield outcomes from USPTO patents with 853,638 reactions. Predict the reaction yield, written as a fraction of the theoretical maximum amount of product (1.0 means a 100% yield; for example, 0.34 means a 34% yield). (1) The catalyst is C(#N)C. The product is [Br:1][C:2]1[CH:7]=[CH:6][C:5]([B:8]2[O:10][C:15]([CH3:17])([CH3:16])[C:12]([CH3:14])([CH3:13])[O:9]2)=[CH:4][CH:3]=1. The reactants are [Br:1][C:2]1[CH:7]=[CH:6][C:5]([B:8]([OH:10])[OH:9])=[CH:4][CH:3]=1.O[C:12]([C:15](O)([CH3:17])[CH3:16])([CH3:14])[CH3:13]. The yield is 0.997. (2) The reactants are [N:1]1[C:6]2[C:7]3[CH:13]=[CH:12][CH:11]=[CH:10][C:8]=3[Se:9][C:5]=2[C:4](=[O:14])[NH:3][N:2]=1.[C:15](=O)([O-])[O-].[K+].[K+].IC. The catalyst is CC(C)=O. The product is [CH3:15][N:3]1[C:4](=[O:14])[C:5]2[Se:9][C:8]3[CH:10]=[CH:11][CH:12]=[CH:13][C:7]=3[C:6]=2[N:1]=[N:2]1. The yield is 0.470. (3) The reactants are [F:1][C:2]([F:27])([F:26])[CH2:3][N:4]1[C:8]2[N:9]=[C:10]([C:19]3[CH:25]=[CH:24][C:22]([NH2:23])=[CH:21][CH:20]=3)[N:11]=[C:12]([N:13]3[CH2:18][CH2:17][O:16][CH2:15][CH2:14]3)[C:7]=2[CH:6]=[CH:5]1.ClC(Cl)(O[C:32](=[O:38])OC(Cl)(Cl)Cl)Cl.[CH3:40][N:41]([CH3:45])[CH2:42][CH2:43][NH2:44]. No catalyst specified. The product is [CH3:40][N:41]([CH3:45])[CH2:42][CH2:43][NH:44][C:32]([NH:23][C:22]1[CH:24]=[CH:25][C:19]([C:10]2[N:11]=[C:12]([N:13]3[CH2:18][CH2:17][O:16][CH2:15][CH2:14]3)[C:7]3[CH:6]=[CH:5][N:4]([CH2:3][C:2]([F:26])([F:1])[F:27])[C:8]=3[N:9]=2)=[CH:20][CH:21]=1)=[O:38]. The yield is 0.680. (4) The reactants are [OH:1][C:2]1[CH:3]=[C:4]2[C:9](=[CH:10][CH:11]=1)[C:8](=[O:12])[N:7]([C:13]1[CH:14]=[C:15]([CH:19]=[CH:20][CH:21]=1)[C:16]([OH:18])=[O:17])[CH2:6][CH2:5]2.S(Cl)(Cl)=O.[CH3:26]O. No catalyst specified. The yield is 0.870. The product is [OH:1][C:2]1[CH:3]=[C:4]2[C:9](=[CH:10][CH:11]=1)[C:8](=[O:12])[N:7]([C:13]1[CH:14]=[C:15]([CH:19]=[CH:20][CH:21]=1)[C:16]([O:18][CH3:26])=[O:17])[CH2:6][CH2:5]2. (5) The reactants are Cl[C:2]1[C:11]2[C:6](=[C:7]([C:15]([N:17]([CH3:19])[CH3:18])=[O:16])[CH:8]=[C:9]([N+:12]([O-])=O)[CH:10]=2)[N:5]=[CH:4][C:3]=1[C:20]#[N:21].[Cl:22][C:23]1[CH:24]=[C:25]([CH:27]=[CH:28][C:29]=1[F:30])[NH2:26].O.O.[Sn](Cl)(Cl)(Cl)Cl. The catalyst is CCO. The product is [NH2:12][C:9]1[CH:10]=[C:11]2[C:6](=[C:7]([C:15]([N:17]([CH3:19])[CH3:18])=[O:16])[CH:8]=1)[N:5]=[CH:4][C:3]([C:20]#[N:21])=[C:2]2[NH:26][C:25]1[CH:27]=[CH:28][C:29]([F:30])=[C:23]([Cl:22])[CH:24]=1. The yield is 0.810. (6) The reactants are [N:1]([CH2:4][CH2:5][C:6]1([C:11]([NH:13][C@@H:14]([CH2:18][C:19]2[CH:24]=[CH:23][C:22]([NH:25][C:26](=[O:35])[C:27]3[C:32]([Cl:33])=[CH:31][CH:30]=[CH:29][C:28]=3[Cl:34])=[CH:21][CH:20]=2)[C:15]([OH:17])=[O:16])=[O:12])[CH2:10][CH2:9][CH2:8][CH2:7]1)=[N+]=[N-].CP(C)C.O. The catalyst is C1COCC1. The product is [NH2:1][CH2:4][CH2:5][C:6]1([C:11]([NH:13][C@@H:14]([CH2:18][C:19]2[CH:20]=[CH:21][C:22]([NH:25][C:26](=[O:35])[C:27]3[C:32]([Cl:33])=[CH:31][CH:30]=[CH:29][C:28]=3[Cl:34])=[CH:23][CH:24]=2)[C:15]([OH:17])=[O:16])=[O:12])[CH2:10][CH2:9][CH2:8][CH2:7]1. The yield is 0.770. (7) The reactants are O[C:2]([C:5]1[CH:10]=[C:9]([O:11][CH3:12])[CH:8]=[CH:7][C:6]=1[OH:13])([CH3:4])[CH3:3].C([O-])=O.[NH4+]. The catalyst is CC(O)=O.O.[Pd]. The product is [CH:2]([C:5]1[CH:10]=[C:9]([O:11][CH3:12])[CH:8]=[CH:7][C:6]=1[OH:13])([CH3:4])[CH3:3]. The yield is 0.970. (8) The reactants are [OH:1][C:2]1[CH:3]=[CH:4][C:5]2[S:9][C:8]([S:10][CH3:11])=[N:7][C:6]=2[CH:12]=1.Br[CH2:14][CH2:15][Cl:16].C([O-])([O-])=O.[K+].[K+]. The catalyst is CN(C=O)C. The product is [Cl:16][CH2:15][CH2:14][O:1][C:2]1[CH:3]=[CH:4][C:5]2[S:9][C:8]([S:10][CH3:11])=[N:7][C:6]=2[CH:12]=1. The yield is 0.460. (9) The product is [NH2:1][C:4]1[CH:9]=[CH:8][C:7]([C:10]2[CH:11]=[CH:12][C:13]([C:16]([F:17])([F:18])[F:19])=[CH:14][CH:15]=2)=[CH:6][C:5]=1[CH2:20][NH:27][C@H:26]([C:25]([O:24][CH3:23])=[O:29])[CH3:28]. The yield is 0.180. The catalyst is CO.[Pd].C(OCC)(=O)C.C(O)(=O)C. The reactants are [N+:1]([C:4]1[CH:9]=[CH:8][C:7]([C:10]2[CH:15]=[CH:14][C:13]([C:16]([F:19])([F:18])[F:17])=[CH:12][CH:11]=2)=[CH:6][C:5]=1[CH:20]=O)([O-])=O.Cl.[CH3:23][O:24][C:25](=[O:29])[C@H:26]([CH3:28])[NH2:27].C([BH3-])#N.[Na+].C(=O)([O-])[O-].[Na+].[Na+]. (10) The reactants are C(O[C:6]([N:8]1[CH2:13][CH2:12][N:11](C2C(=O)N(CC(C)C)N=C(C3C=CC(C)=C(F)C=3)C=2C)[CH2:10][CH2:9]1)=O)(C)(C)C.[Cl:34][C:35]1[CH:65]=[CH:64][C:38]([CH:39]=[CH:40][CH2:41][N:42]2[C:47](=[O:48])[C:46]([CH2:49]OS(C)(=O)=O)=[CH:45][C:44]([C:55]3[CH:60]=[CH:59][C:58]([O:61][CH3:62])=[C:57]([F:63])[CH:56]=3)=[N:43]2)=[CH:37][CH:36]=1.CN1CCNCC1. The yield is 0.663. The product is [Cl:34][C:35]1[CH:36]=[CH:37][C:38]([CH:39]=[CH:40][CH2:41][N:42]2[C:47](=[O:48])[C:46]([CH2:49][N:11]3[CH2:12][CH2:13][N:8]([CH3:6])[CH2:9][CH2:10]3)=[CH:45][C:44]([C:55]3[CH:60]=[CH:59][C:58]([O:61][CH3:62])=[C:57]([F:63])[CH:56]=3)=[N:43]2)=[CH:64][CH:65]=1. No catalyst specified.